Dataset: Full USPTO retrosynthesis dataset with 1.9M reactions from patents (1976-2016). Task: Predict the reactants needed to synthesize the given product. (1) Given the product [F:33][C:27]1[CH:28]=[CH:29][C:30]([F:32])=[CH:31][C:26]=1[S:23]([NH:22][C:20]1[CH:21]=[C:16]([C:9]2[N:10]=[C:11]([CH:13]([CH3:15])[CH3:14])[S:12][C:8]=2[C:6]2[CH:5]=[CH:4][N:3]=[C:2]([NH:42][CH:40]3[CH2:41][C:36]([CH3:45])([CH3:35])[NH:37][C:38]([CH3:44])([CH3:43])[CH2:39]3)[N:7]=2)[CH:17]=[CH:18][C:19]=1[F:34])(=[O:25])=[O:24], predict the reactants needed to synthesize it. The reactants are: Cl[C:2]1[N:7]=[C:6]([C:8]2[S:12][C:11]([CH:13]([CH3:15])[CH3:14])=[N:10][C:9]=2[C:16]2[CH:17]=[CH:18][C:19]([F:34])=[C:20]([NH:22][S:23]([C:26]3[CH:31]=[C:30]([F:32])[CH:29]=[CH:28][C:27]=3[F:33])(=[O:25])=[O:24])[CH:21]=2)[CH:5]=[CH:4][N:3]=1.[CH3:35][C:36]1([CH3:45])[CH2:41][CH:40]([NH2:42])[CH2:39][C:38]([CH3:44])([CH3:43])[NH:37]1. (2) Given the product [NH:6]1[C:7]2[C:3](=[C:2]([NH:1][C:25]([CH:22]3[CH2:21][CH2:20][N:19]([C:15]4[CH:16]=[CH:17][CH:18]=[C:13]([C:12]([F:29])([F:11])[F:28])[CH:14]=4)[CH2:24][CH2:23]3)=[O:26])[CH:10]=[CH:9][CH:8]=2)[CH:4]=[CH:5]1, predict the reactants needed to synthesize it. The reactants are: [NH2:1][C:2]1[CH:10]=[CH:9][CH:8]=[C:7]2[C:3]=1[CH:4]=[CH:5][NH:6]2.[F:11][C:12]([F:29])([F:28])[C:13]1[CH:14]=[C:15]([N:19]2[CH2:24][CH2:23][CH:22]([C:25](O)=[O:26])[CH2:21][CH2:20]2)[CH:16]=[CH:17][CH:18]=1. (3) Given the product [F:1][C:2]1[CH:7]=[CH:6][C:5]([NH:8][CH2:17][CH2:16][C:13]2[CH:14]=[CH:15][C:10]([CH3:20])=[CH:11][CH:12]=2)=[CH:4][C:3]=1[CH3:9], predict the reactants needed to synthesize it. The reactants are: [F:1][C:2]1[CH:7]=[CH:6][C:5]([NH2:8])=[CH:4][C:3]=1[CH3:9].[C:10]1([CH3:20])[CH:15]=[CH:14][C:13]([CH2:16][C:17](O)=O)=[CH:12][CH:11]=1. (4) Given the product [Br:1][C:2]1[C:11]2[C:6](=[CH:7][N:8]=[CH:9][CH:10]=2)[CH:5]=[CH:4][N:3]=1.[C:52]1([NH2:62])[C:61]2[C:56](=[CH:57][N:58]=[CH:59][CH:60]=2)[CH:55]=[CH:54][N:53]=1.[C:52]1([NH:62][C:35]([CH:32]2[CH2:31][CH2:30][N:29]([C:27]3[C:26]4[CH:38]=[CH:39][CH:40]=[CH:41][C:25]=4[S:24][CH:28]=3)[CH2:34][CH2:33]2)=[O:37])[C:61]2[C:56](=[CH:57][N:58]=[CH:59][CH:60]=2)[CH:55]=[CH:54][N:53]=1, predict the reactants needed to synthesize it. The reactants are: [Br:1][C:2]1[C:11]2[C:6](=[CH:7][N:8]=[CH:9][CH:10]=2)[CH:5]=[C:4](N)[N:3]=1.BrC1C2C(=CN=CC=2)C=CN=1.[S:24]1[CH:28]=[C:27]([N:29]2[CH2:34][CH2:33][CH:32]([C:35]([OH:37])=O)[CH2:31][CH2:30]2)[C:26]2[CH:38]=[CH:39][CH:40]=[CH:41][C:25]1=2.BrC1C2C=CC=CC=2SC=1.[C:52]1([NH2:62])[C:61]2[C:56](=[CH:57][N:58]=[CH:59][CH:60]=2)[CH:55]=[CH:54][N:53]=1. (5) The reactants are: [C:1]1([C@@H:7]2[CH2:12][NH:11][CH2:10][CH2:9][NH:8]2)[CH:6]=[CH:5][CH:4]=[CH:3][CH:2]=1.Cl[C:14]1[C:23]2[C:18](=[CH:19][C:20]([O:26][CH3:27])=[C:21]([O:24][CH3:25])[CH:22]=2)[N:17]=[CH:16][N:15]=1. Given the product [CH3:25][O:24][C:21]1[CH:22]=[C:23]2[C:18](=[CH:19][C:20]=1[O:26][CH3:27])[N:17]=[CH:16][N:15]=[C:14]2[N:11]1[CH2:10][CH2:9][NH:8][C@H:7]([C:1]2[CH:2]=[CH:3][CH:4]=[CH:5][CH:6]=2)[CH2:12]1, predict the reactants needed to synthesize it. (6) Given the product [C:1]([O:8][CH:15]1[CH2:14][CH2:13][C:12]([CH3:16])([CH3:17])[C:11](/[CH:18]=[CH:19]/[C:20](=[O:21])[CH3:22])=[C:10]1[CH3:9])(=[O:24])[CH3:6], predict the reactants needed to synthesize it. The reactants are: [C:1]1(=[O:8])[CH:6]=CC(=O)C=C1.[CH3:9][C:10]1[CH2:15][CH2:14][CH2:13][C:12]([CH3:17])([CH3:16])[C:11]=1/[CH:18]=[CH:19]/[C:20]([CH3:22])=[O:21].C[O:24]C1C=CC=CC=1C(=O)C. (7) Given the product [CH2:1]([O:8][C:9]1[CH:14]=[C:13]([C:18]2[CH:17]=[N:16][CH:21]=[CH:20][CH:19]=2)[CH:12]=[N:11][CH:10]=1)[C:2]1[CH:7]=[CH:6][CH:5]=[CH:4][CH:3]=1, predict the reactants needed to synthesize it. The reactants are: [CH2:1]([O:8][C:9]1[CH:10]=[N:11][CH:12]=[C:13](Br)[CH:14]=1)[C:2]1[CH:7]=[CH:6][CH:5]=[CH:4][CH:3]=1.[N:16]1[CH:21]=[CH:20][CH:19]=[C:18](B(O)O)[CH:17]=1.C([O-])([O-])=O.[K+].[K+]. (8) The reactants are: [C:1]([C:3]1[CH:4]=[C:5]2[C:9](=[CH:10][CH:11]=1)[NH:8][CH:7]=[CH:6]2)#[N:2].[CH:12](=[O:19])[C:13]1[CH:18]=[CH:17][CH:16]=[CH:15][CH:14]=1.[OH-].[Na+]. Given the product [OH:19][CH:12]([C:13]1[CH:18]=[CH:17][CH:16]=[CH:15][CH:14]=1)[C:6]1[C:5]2[C:9](=[CH:10][CH:11]=[C:3]([C:1]#[N:2])[CH:4]=2)[NH:8][CH:7]=1, predict the reactants needed to synthesize it. (9) Given the product [Cl:1][C:2]1[CH:3]=[C:4]([NH:19][S:27]([C:24]2[CH:25]=[CH:26][C:21]([CH3:20])=[CH:22][CH:23]=2)(=[O:29])=[O:28])[CH:5]=[N:6][C:7]=1[O:8][C:9]1[N:10]=[CH:11][C:12]2[C:17]([CH:18]=1)=[CH:16][CH:15]=[CH:14][CH:13]=2, predict the reactants needed to synthesize it. The reactants are: [Cl:1][C:2]1[CH:3]=[C:4]([NH2:19])[CH:5]=[N:6][C:7]=1[O:8][C:9]1[N:10]=[CH:11][C:12]2[C:17]([CH:18]=1)=[CH:16][CH:15]=[CH:14][CH:13]=2.[CH3:20][C:21]1[CH:26]=[CH:25][C:24]([S:27](Cl)(=[O:29])=[O:28])=[CH:23][CH:22]=1. (10) The reactants are: [CH2:1]([CH:8]1[C:17]2[C:12](=[CH:13][C:14]([O:20][CH3:21])=[C:15]([O:18][CH3:19])[CH:16]=2)[CH2:11][CH2:10][NH:9]1)[C:2]1[CH:7]=[CH:6][CH:5]=[CH:4][CH:3]=1.Br[CH2:23][C:24](Br)=[O:25].[F:27][C:28]1[CH:35]=[CH:34][C:31]([CH2:32][NH2:33])=[CH:30][CH:29]=1. Given the product [CH2:1]([CH:8]1[C:17]2[C:12](=[CH:13][C:14]([O:20][CH3:21])=[C:15]([O:18][CH3:19])[CH:16]=2)[CH2:11][CH2:10][N:9]1[CH2:23][C:24]([NH:33][CH2:32][C:31]1[CH:34]=[CH:35][C:28]([F:27])=[CH:29][CH:30]=1)=[O:25])[C:2]1[CH:3]=[CH:4][CH:5]=[CH:6][CH:7]=1, predict the reactants needed to synthesize it.